The task is: Predict the reaction yield, written as a fraction of the theoretical maximum amount of product (1.0 means a 100% yield; for example, 0.34 means a 34% yield).. This data is from Reaction yield outcomes from USPTO patents with 853,638 reactions. The reactants are [F:1][C:2]1([F:39])[O:6][C:5]2[CH:7]=[CH:8][C:9]([C:11]3([C:14]([NH:16][C:17]4[CH:22]=[CH:21][C:20]([CH3:23])=[C:19]([C:24]5[CH:29]=[CH:28][C:27]([O:30][CH2:31][C@@H:32]6[CH2:36][O:35]C(C)(C)[O:33]6)=[CH:26][CH:25]=5)[N:18]=4)=[O:15])[CH2:13][CH2:12]3)=[CH:10][C:4]=2[O:3]1.CC1C=CC(S(O)(=O)=O)=CC=1. The catalyst is CO.O. The product is [F:39][C:2]1([F:1])[O:6][C:5]2[CH:7]=[CH:8][C:9]([C:11]3([C:14]([NH:16][C:17]4[CH:22]=[CH:21][C:20]([CH3:23])=[C:19]([C:24]5[CH:29]=[CH:28][C:27]([O:30][CH2:31][C@@H:32]([OH:33])[CH2:36][OH:35])=[CH:26][CH:25]=5)[N:18]=4)=[O:15])[CH2:13][CH2:12]3)=[CH:10][C:4]=2[O:3]1. The yield is 0.820.